This data is from Full USPTO retrosynthesis dataset with 1.9M reactions from patents (1976-2016). The task is: Predict the reactants needed to synthesize the given product. (1) Given the product [Cl:1][C:2]1[CH:3]=[C:4]2[C:8](=[CH:9][CH:10]=1)[NH:7][CH:6]=[C:5]2[CH2:11][N:12]1[C:20]([C:21]2[N:25]([CH3:26])[CH:24]=[C:23]([C:27]([NH:40][O:38][CH3:39])=[O:29])[CH:22]=2)=[C:19]2[C:14]([N:15]([CH2:33][CH:34]([CH3:35])[CH3:36])[C:16](=[O:32])[N:17]([CH3:31])[C:18]2=[O:30])=[N:13]1, predict the reactants needed to synthesize it. The reactants are: [Cl:1][C:2]1[CH:3]=[C:4]2[C:8](=[CH:9][CH:10]=1)[NH:7][CH:6]=[C:5]2[CH2:11][N:12]1[C:20]([C:21]2[N:25]([CH3:26])[CH:24]=[C:23]([C:27]([OH:29])=O)[CH:22]=2)=[C:19]2[C:14]([N:15]([CH2:33][CH:34]([CH3:36])[CH3:35])[C:16](=[O:32])[N:17]([CH3:31])[C:18]2=[O:30])=[N:13]1.Cl.[O:38]([NH2:40])[CH3:39].C(P(=O)(OCC)OCC)#N. (2) Given the product [CH2:1]([C:5]1[S:9][C:8]([C:10]([NH:55][NH:54][C:52](=[O:53])[C:51]2[CH:50]=[C:49]([CH3:59])[C:48]([O:47][CH2:44][CH:45]=[CH2:46])=[C:57]([CH3:58])[CH:56]=2)=[O:12])=[CH:7][CH:6]=1)[CH:2]([CH3:3])[CH3:4], predict the reactants needed to synthesize it. The reactants are: [CH2:1]([C:5]1[S:9][C:8]([C:10]([OH:12])=O)=[CH:7][CH:6]=1)[CH:2]([CH3:4])[CH3:3].CCN(C(C)C)C(C)C.CN(C(ON1N=NC2C=CC=CC1=2)=[N+](C)C)C.[B-](F)(F)(F)F.[CH2:44]([O:47][C:48]1[C:57]([CH3:58])=[CH:56][C:51]([C:52]([NH:54][NH2:55])=[O:53])=[CH:50][C:49]=1[CH3:59])[CH:45]=[CH2:46]. (3) Given the product [C:19]([O:18][C:16]([N:1]1[CH2:6][CH2:5][CH2:4][CH:3]([CH2:7][OH:8])[CH2:2]1)=[O:17])([CH3:22])([CH3:21])[CH3:20], predict the reactants needed to synthesize it. The reactants are: [NH:1]1[CH2:6][CH2:5][CH2:4][CH:3]([CH2:7][OH:8])[CH2:2]1.C(N(CC)CC)C.[C:16](O[C:16]([O:18][C:19]([CH3:22])([CH3:21])[CH3:20])=[O:17])([O:18][C:19]([CH3:22])([CH3:21])[CH3:20])=[O:17]. (4) Given the product [C:19]1([C@@H:18]([N:25]2[C:34](=[O:35])[CH2:33][C:28]3([CH2:32][CH2:31][CH2:30][CH2:29]3)[CH2:27][C:26]2=[O:36])[CH2:17][N:13]2[CH2:12][CH2:11][N:10]([C:3]3[CH:4]=[C:5]([F:9])[C:6]([F:8])=[CH:7][C:2]=3[F:1])[CH2:15][CH2:14]2)[CH:24]=[CH:23][CH:22]=[CH:21][CH:20]=1, predict the reactants needed to synthesize it. The reactants are: [F:1][C:2]1[CH:7]=[C:6]([F:8])[C:5]([F:9])=[CH:4][C:3]=1[N:10]1[CH2:15][CH2:14][NH:13][CH2:12][CH2:11]1.Cl[CH2:17][C@H:18]([N:25]1[C:34](=[O:35])[CH2:33][C:28]2([CH2:32][CH2:31][CH2:30][CH2:29]2)[CH2:27][C:26]1=[O:36])[C:19]1[CH:24]=[CH:23][CH:22]=[CH:21][CH:20]=1.